Dataset: NCI-60 drug combinations with 297,098 pairs across 59 cell lines. Task: Regression. Given two drug SMILES strings and cell line genomic features, predict the synergy score measuring deviation from expected non-interaction effect. (1) Drug 1: C1=C(C(=O)NC(=O)N1)N(CCCl)CCCl. Drug 2: C1CC(C1)(C(=O)O)C(=O)O.[NH2-].[NH2-].[Pt+2]. Cell line: CCRF-CEM. Synergy scores: CSS=85.2, Synergy_ZIP=0.994, Synergy_Bliss=-0.0749, Synergy_Loewe=-0.175, Synergy_HSA=2.92. (2) Drug 1: CC1=C(C=C(C=C1)NC2=NC=CC(=N2)N(C)C3=CC4=NN(C(=C4C=C3)C)C)S(=O)(=O)N.Cl. Drug 2: COC1=NC(=NC2=C1N=CN2C3C(C(C(O3)CO)O)O)N. Cell line: SF-295. Synergy scores: CSS=0.835, Synergy_ZIP=-0.775, Synergy_Bliss=-0.783, Synergy_Loewe=-1.06, Synergy_HSA=-0.626. (3) Drug 1: CC1C(C(CC(O1)OC2CC(CC3=C2C(=C4C(=C3O)C(=O)C5=C(C4=O)C(=CC=C5)OC)O)(C(=O)CO)O)N)O.Cl. Drug 2: C1=C(C(=O)NC(=O)N1)N(CCCl)CCCl. Cell line: PC-3. Synergy scores: CSS=5.23, Synergy_ZIP=0.0771, Synergy_Bliss=5.33, Synergy_Loewe=-2.17, Synergy_HSA=-1.11. (4) Drug 1: C#CCC(CC1=CN=C2C(=N1)C(=NC(=N2)N)N)C3=CC=C(C=C3)C(=O)NC(CCC(=O)O)C(=O)O. Drug 2: CS(=O)(=O)OCCCCOS(=O)(=O)C. Cell line: IGROV1. Synergy scores: CSS=7.33, Synergy_ZIP=-1.48, Synergy_Bliss=0.625, Synergy_Loewe=3.75, Synergy_HSA=2.14. (5) Drug 1: CC1C(C(=O)NC(C(=O)N2CCCC2C(=O)N(CC(=O)N(C(C(=O)O1)C(C)C)C)C)C(C)C)NC(=O)C3=C4C(=C(C=C3)C)OC5=C(C(=O)C(=C(C5=N4)C(=O)NC6C(OC(=O)C(N(C(=O)CN(C(=O)C7CCCN7C(=O)C(NC6=O)C(C)C)C)C)C(C)C)C)N)C. Drug 2: CC1=C(N=C(N=C1N)C(CC(=O)N)NCC(C(=O)N)N)C(=O)NC(C(C2=CN=CN2)OC3C(C(C(C(O3)CO)O)O)OC4C(C(C(C(O4)CO)O)OC(=O)N)O)C(=O)NC(C)C(C(C)C(=O)NC(C(C)O)C(=O)NCCC5=NC(=CS5)C6=NC(=CS6)C(=O)NCCC[S+](C)C)O. Cell line: ACHN. Synergy scores: CSS=50.9, Synergy_ZIP=-2.65, Synergy_Bliss=-3.50, Synergy_Loewe=-2.78, Synergy_HSA=-1.71.